This data is from Reaction yield outcomes from USPTO patents with 853,638 reactions. The task is: Predict the reaction yield, written as a fraction of the theoretical maximum amount of product (1.0 means a 100% yield; for example, 0.34 means a 34% yield). (1) The reactants are [C:1]([NH:5][S:6]([C:9]1[CH:14]=[CH:13][CH:12]=[CH:11][CH:10]=1)(=[O:8])=[O:7])([CH3:4])([CH3:3])[CH3:2].C([Li])(C)(C)C.C1(C([O-])=O)SC=CC=1.[CH2:28]([N:35]1[CH2:39][CH2:38][C:37](=[O:40])[CH2:36]1)[C:29]1[CH:34]=[CH:33][CH:32]=[CH:31][CH:30]=1. The catalyst is CCCCC.CCOCC. The product is [CH2:28]([N:35]1[CH2:39][CH2:38][C:37]([C:10]2[CH:11]=[CH:12][CH:13]=[CH:14][C:9]=2[S:6]([NH:5][C:1]([CH3:4])([CH3:2])[CH3:3])(=[O:8])=[O:7])([OH:40])[CH2:36]1)[C:29]1[CH:30]=[CH:31][CH:32]=[CH:33][CH:34]=1. The yield is 0.390. (2) The reactants are [F:1][C:2]1[CH:7]=[C:6]([F:8])[CH:5]=[CH:4][C:3]=1[N:9]1[C:13]([C:14]2[S:23][C:22]3[C:21]4[N:24]=[C:25]([C:28]#[C:29][C:30]([CH3:33])([OH:32])[CH3:31])[CH:26]=[CH:27][C:20]=4[O:19][CH2:18][CH2:17][C:16]=3[CH:15]=2)=[N:12][CH:11]=[N:10]1.ClC1C=CC2OCCC3C=C(C4N(C5C=CC(F)=CC=5F)N=CN=4)SC=3C=2N=1.CC(O)(C#C)C. No catalyst specified. The product is [F:1][C:2]1[CH:7]=[C:6]([F:8])[CH:5]=[CH:4][C:3]=1[N:9]1[C:13]([C:14]2[S:23][C:22]3[C:21]4[N:24]=[C:25]([CH2:28][CH2:29][C:30]([CH3:33])([OH:32])[CH3:31])[CH:26]=[CH:27][C:20]=4[O:19][CH2:18][CH2:17][C:16]=3[CH:15]=2)=[N:12][CH:11]=[N:10]1. The yield is 0.370. (3) The reactants are [C:1]1([C:20]2[CH:25]=[CH:24][CH:23]=[CH:22][CH:21]=2)[CH:6]=[CH:5][C:4]([N:7]2[C:19]3[CH:18]=[CH:17][CH:16]=[CH:15][C:14]=3[C:13]3[C:8]2=[CH:9][CH:10]=[CH:11][CH:12]=3)=[CH:3][CH:2]=1.[Br:26]N1C(=O)CCC1=O. The catalyst is C(Cl)(Cl)Cl. The product is [C:1]1([C:20]2[CH:21]=[CH:22][CH:23]=[CH:24][CH:25]=2)[CH:6]=[CH:5][C:4]([N:7]2[C:8]3[CH:9]=[CH:10][C:11]([Br:26])=[CH:12][C:13]=3[C:14]3[C:19]2=[CH:18][CH:17]=[CH:16][CH:15]=3)=[CH:3][CH:2]=1. The yield is 0.950. (4) The reactants are Cl.[NH2:2][CH2:3][CH2:4][CH2:5][CH2:6][NH:7][C:8]([C@@H:10]([NH:15][C:16]([C:18]1[S:19][C:20]2[CH:26]=[CH:25][CH:24]=[CH:23][C:21]=2[CH:22]=1)=[O:17])[CH2:11][CH:12]([CH3:14])[CH3:13])=[O:9].[Cl:27][C:28]1[CH:33]=[C:32]([Cl:34])[CH:31]=[CH:30][C:29]=1[S:35](Cl)(=[O:37])=[O:36].CCN(CC)CC. The catalyst is C(Cl)Cl. The product is [Cl:27][C:28]1[CH:33]=[C:32]([Cl:34])[CH:31]=[CH:30][C:29]=1[S:35]([NH:2][CH2:3][CH2:4][CH2:5][CH2:6][NH:7][C:8]([C@@H:10]([NH:15][C:16]([C:18]1[S:19][C:20]2[CH:26]=[CH:25][CH:24]=[CH:23][C:21]=2[CH:22]=1)=[O:17])[CH2:11][CH:12]([CH3:13])[CH3:14])=[O:9])(=[O:37])=[O:36]. The yield is 0.980. (5) The reactants are [C:1]([NH:8][C@H:9]([C:14]([OH:16])=O)[CH2:10][CH2:11][CH2:12][NH2:13])([O:3][C:4]([CH3:7])([CH3:6])[CH3:5])=[O:2].CN(C(ON1N=N[C:27]2[CH:28]=[CH:29][CH:30]=N[C:26]1=2)=[N+](C)C)C.F[P-](F)(F)(F)(F)F.CN1[CH2:47][CH2:46][O:45][CH2:44]C1.[CH2:48]([O:50][C:51](=[O:69])[CH2:52][CH2:53][C:54]1[O:55][C:56]2[CH:68]=[CH:67][CH:66]=[CH:65][C:57]=2[C:58]=1[CH2:59][CH:60]1[CH2:64][CH2:63][CH2:62][NH:61]1)[CH3:49].CN1C(=[O:76])CCC1. The catalyst is C(OCC)C. The product is [CH2:48]([O:50][C:51](=[O:69])[CH2:52][CH2:53][C:54]1[O:55][C:56]2[CH:68]=[CH:67][CH:66]=[CH:65][C:57]=2[C:58]=1[CH2:59][CH:60]1[CH2:64][CH2:63][CH2:62][N:61]1[C:14](=[O:16])[CH:9]([NH:8][C:1]([O:3][C:4]([CH3:5])([CH3:6])[CH3:7])=[O:2])[CH2:10][CH2:11][CH2:12][NH:13][C:44]([O:45][CH2:46][C:47]1[CH:30]=[CH:29][CH:28]=[CH:27][CH:26]=1)=[O:76])[CH3:49]. The yield is 0.870.